Dataset: Reaction yield outcomes from USPTO patents with 853,638 reactions. Task: Predict the reaction yield, written as a fraction of the theoretical maximum amount of product (1.0 means a 100% yield; for example, 0.34 means a 34% yield). (1) The reactants are [O:1]=[C:2]1[CH:6]=[CH:5][C:4](=[O:7])[N:3]1[CH2:8][CH2:9][C:10](=[O:36])[NH:11][CH2:12][CH2:13][O:14][CH2:15][CH2:16][O:17][CH2:18][CH2:19][O:20][CH2:21][CH2:22][O:23][CH2:24][CH2:25][C:26]([O:28]N1C(=O)CCC1=O)=O.[CH3:37][O:38][C:39]1[CH:40]=[C:41]2[C:45](=[CH:46][CH:47]=1)[NH:44][CH:43]=[C:42]2[CH2:48][CH2:49][NH2:50]. The catalyst is CN(C)C=O. The product is [O:7]=[C:4]1[CH:5]=[CH:6][C:2](=[O:1])[N:3]1[CH2:8][CH2:9][C:10]([NH:11][CH2:12][CH2:13][O:14][CH2:15][CH2:16][O:17][CH2:18][CH2:19][O:20][CH2:21][CH2:22][O:23][CH2:24][CH2:25][C:26]([NH:50][CH2:49][CH2:48][C:42]1[C:41]2[C:45](=[CH:46][CH:47]=[C:39]([O:38][CH3:37])[CH:40]=2)[NH:44][CH:43]=1)=[O:28])=[O:36]. The yield is 0.920. (2) The reactants are [Br:1]N1C(=O)CCC1=O.C1(P(C2C=CC=CC=2)C2C=CC=CC=2)C=CC=CC=1.[Br:28][C:29]1[CH:34]=[CH:33][C:32]([CH2:35][O:36][CH2:37][CH2:38]O)=[CH:31][CH:30]=1. The catalyst is C(Cl)Cl.[Al]. The product is [Br:28][C:29]1[CH:34]=[CH:33][C:32]([CH2:35][O:36][CH2:37][CH2:38][Br:1])=[CH:31][CH:30]=1. The yield is 0.490. (3) The reactants are Br[C:2]1[CH:3]=[C:4]([N+:9]([O-:11])=[O:10])[C:5]([CH3:8])=[N:6][CH:7]=1.[CH2:12]([N:15]([CH3:17])[CH3:16])[C:13]#[CH:14]. The catalyst is C(NCC)C.CCOC(C)=O.C([O-])([O-])=O.[Na+].[Na+].[Cu](I)I.Cl[Pd](Cl)([P](C1C=CC=CC=1)(C1C=CC=CC=1)C1C=CC=CC=1)[P](C1C=CC=CC=1)(C1C=CC=CC=1)C1C=CC=CC=1. The product is [CH3:16][N:15]([CH3:17])[CH2:12][C:13]#[C:14][C:2]1[CH:7]=[N:6][C:5]([CH3:8])=[C:4]([N+:9]([O-:11])=[O:10])[CH:3]=1. The yield is 0.910. (4) The reactants are [CH3:1][O:2][C:3]1[CH:9]=[CH:8][C:6]([NH2:7])=[CH:5][CH:4]=1.C(N(CC)CC)C.[Cl-].ClC1N(C)CC[NH+]1C.[CH3:26][O:27][C:28]1[C:29](=[O:52])[C:30]([CH3:51])=[C:31]([CH2:37][C:38]2[CH:39]=[CH:40][C:41]([O:47][C:48](=[O:50])[CH3:49])=[C:42]([CH:46]=2)[C:43](O)=[O:44])[C:32](=[O:36])[C:33]=1[O:34][CH3:35]. The catalyst is C(Cl)Cl. The product is [CH3:26][O:27][C:28]1[C:29](=[O:52])[C:30]([CH3:51])=[C:31]([CH2:37][C:38]2[CH:39]=[CH:40][C:41]([O:47][C:48](=[O:50])[CH3:49])=[C:42]([CH:46]=2)[C:43]([NH:7][C:6]2[CH:8]=[CH:9][C:3]([O:2][CH3:1])=[CH:4][CH:5]=2)=[O:44])[C:32](=[O:36])[C:33]=1[O:34][CH3:35]. The yield is 0.480. (5) The reactants are [N:1]1([C:7]2[S:11][C:10]([C:12]([OH:14])=O)=[CH:9][CH:8]=2)[CH2:6][CH2:5][CH2:4][CH2:3][CH2:2]1.[C:15]([O:19][C:20]([NH:22][C:23]1[CH:28]=[CH:27][CH:26]=[CH:25][C:24]=1[NH2:29])=[O:21])([CH3:18])([CH3:17])[CH3:16]. No catalyst specified. The product is [C:15]([O:19][C:20]([NH:22][C:23]1[CH:28]=[CH:27][CH:26]=[CH:25][C:24]=1[NH:29][C:12]([C:10]1[S:11][C:7]([N:1]2[CH2:2][CH2:3][CH2:4][CH2:5][CH2:6]2)=[CH:8][CH:9]=1)=[O:14])=[O:21])([CH3:18])([CH3:16])[CH3:17]. The yield is 0.260. (6) The reactants are Br[C:2]1[CH:7]=[CH:6][CH:5]=[CH:4][CH:3]=1.[Li][CH2:9][CH2:10][CH2:11][CH3:12].[Br:13][C:14]1[CH:15]=[C:16]2[C:34](=[CH:35][CH:36]=1)[C:19]1=[CH:20][C:21]3[C:22](=[O:33])[C:23]4[CH:24]=[CH:25][CH:26]=[CH:27][C:28]=4[C:29](=[O:32])[C:30]=3[CH:31]=[C:18]1[C:17]2([CH3:38])[CH3:37].[CH2:39]1COC[CH2:40]1. No catalyst specified. The product is [Br:13][C:14]1[CH:15]=[C:16]2[C:34](=[CH:35][CH:36]=1)[C:19]1=[CH:20][C:21]3[C:22]([C:9]4[CH:40]=[CH:39][CH:12]=[CH:11][CH:10]=4)([OH:33])[C:23]4[CH:24]=[CH:25][CH:26]=[CH:27][C:28]=4[C:29]([C:2]4[CH:7]=[CH:6][CH:5]=[CH:4][CH:3]=4)([OH:32])[C:30]=3[CH:31]=[C:18]1[C:17]2([CH3:38])[CH3:37]. The yield is 0.820. (7) The reactants are [CH3:1][O:2][C:3](=[O:11])[C:4]1[C:5](=[CH:7][CH:8]=[CH:9][CH:10]=1)[NH2:6].C(O)(=O)C.[Br:16][C:17]1[CH:22]=[C:21]([CH:23]=O)[CH:20]=[CH:19][N:18]=1.C([BH3-])#N.[Na+]. The catalyst is CO.O. The product is [CH3:1][O:2][C:3](=[O:11])[C:4]1[CH:10]=[CH:9][CH:8]=[CH:7][C:5]=1[NH:6][CH2:23][C:21]1[CH:20]=[CH:19][N:18]=[C:17]([Br:16])[CH:22]=1. The yield is 0.780. (8) The reactants are [C:1]([C:5]1[O:9][N:8]=[C:7]([NH:10][C:11]([NH:13][C:14]2[CH:19]=[CH:18][CH:17]=[C:16]([SH:20])[CH:15]=2)=[O:12])[CH:6]=1)([CH3:4])([CH3:3])[CH3:2].Cl[C:22]1[C:31]2[C:26](=[CH:27][C:28]([O:35][CH2:36][CH3:37])=[C:29]([O:32][CH2:33][CH3:34])[CH:30]=2)[N:25]=[CH:24][N:23]=1.C([O-])([O-])=O.[Cs+].[Cs+]. The catalyst is C(O)(C)C. The product is [C:1]([C:5]1[O:9][N:8]=[C:7]([NH:10][C:11]([NH:13][C:14]2[CH:19]=[CH:18][CH:17]=[C:16]([S:20][C:22]3[C:31]4[C:26](=[CH:27][C:28]([O:35][CH2:36][CH3:37])=[C:29]([O:32][CH2:33][CH3:34])[CH:30]=4)[N:25]=[CH:24][N:23]=3)[CH:15]=2)=[O:12])[CH:6]=1)([CH3:4])([CH3:2])[CH3:3]. The yield is 0.650. (9) The reactants are [N+:1]([C:4]1[CH:9]=[CH:8][C:7]([CH2:10][CH2:11][C:12](=[O:14])[CH3:13])=[CH:6][CH:5]=1)([O-:3])=[O:2].[Br:15]Br.O. The catalyst is CO. The product is [Br:15][CH2:13][C:12](=[O:14])[CH2:11][CH2:10][C:7]1[CH:6]=[CH:5][C:4]([N+:1]([O-:3])=[O:2])=[CH:9][CH:8]=1. The yield is 0.180. (10) The reactants are [Br:1][C:2]1[CH:7]=[CH:6][C:5]([C:8]2(O)[CH2:12][CH2:11][CH2:10][CH2:9]2)=[CH:4][CH:3]=1.C1(C)C=CC(S(O)(=O)=O)=CC=1. The catalyst is C1(C)C=CC=CC=1. The product is [Br:1][C:2]1[CH:7]=[CH:6][C:5]([C:8]2[CH2:12][CH2:11][CH2:10][CH:9]=2)=[CH:4][CH:3]=1. The yield is 0.880.